This data is from Reaction yield outcomes from USPTO patents with 853,638 reactions. The task is: Predict the reaction yield, written as a fraction of the theoretical maximum amount of product (1.0 means a 100% yield; for example, 0.34 means a 34% yield). (1) The reactants are C[O:2][C:3]([C:5]1[CH2:6][N:7]([C:33]([O:35][C:36]([CH3:39])([CH3:38])[CH3:37])=[O:34])[CH2:8][CH2:9][C:10]=1[C:11]1[CH:32]=[CH:31][C:14]2[C:15]3[N:19]([CH2:20][CH2:21][O:22][C:13]=2[CH:12]=1)[CH:18]=[C:17]([C:23]1[N:24]([CH:28]([CH3:30])[CH3:29])[N:25]=[CH:26][N:27]=1)[N:16]=3)=[O:4].O.[OH-].[Li+]. The catalyst is C1COCC1.O. The product is [C:36]([O:35][C:33]([N:7]1[CH2:8][CH2:9][C:10]([C:11]2[CH:32]=[CH:31][C:14]3[C:15]4[N:19]([CH2:20][CH2:21][O:22][C:13]=3[CH:12]=2)[CH:18]=[C:17]([C:23]2[N:24]([CH:28]([CH3:30])[CH3:29])[N:25]=[CH:26][N:27]=2)[N:16]=4)=[C:5]([C:3]([OH:4])=[O:2])[CH2:6]1)=[O:34])([CH3:38])([CH3:39])[CH3:37]. The yield is 0.510. (2) The reactants are [OH:1][C:2]1[CH:14]=[C:13]2[C:5]([C:6]3[CH:7]=[CH:8][C:9]([NH:15][C:16](=[O:22])[O:17][C:18]([CH3:21])([CH3:20])[CH3:19])=[CH:10][C:11]=3[NH:12]2)=[CH:4][CH:3]=1.CC1C=CC(S(O[CH2:34][CH2:35][O:36][CH2:37][CH2:38][O:39][CH2:40][CH2:41][F:42])(=O)=O)=CC=1.C([O-])([O-])=O.[Cs+].[Cs+]. The catalyst is CN1C(=O)CCC1.CCOC(C)=O. The product is [F:42][CH2:41][CH2:40][O:39][CH2:38][CH2:37][O:36][CH2:35][CH2:34][O:1][C:2]1[CH:14]=[C:13]2[C:5]([C:6]3[CH:7]=[CH:8][C:9]([NH:15][C:16](=[O:22])[O:17][C:18]([CH3:19])([CH3:21])[CH3:20])=[CH:10][C:11]=3[NH:12]2)=[CH:4][CH:3]=1. The yield is 0.550. (3) The reactants are C(OC(=O)[NH:7][C:8]([CH3:35])([CH3:34])[CH2:9][NH:10][CH:11]([C:15]1[N:24]([CH2:25][C:26]2[CH:31]=[CH:30][CH:29]=[CH:28][CH:27]=2)[C:23](=[O:32])[C:22]2[C:17](=[CH:18][C:19]([Cl:33])=[CH:20][CH:21]=2)[N:16]=1)[CH:12]([CH3:14])[CH3:13])(C)(C)C.FC(F)(F)C(O)=O. The catalyst is ClCCl. The product is [NH2:7][C:8]([CH3:35])([CH3:34])[CH2:9][NH:10][CH:11]([C:15]1[N:24]([CH2:25][C:26]2[CH:27]=[CH:28][CH:29]=[CH:30][CH:31]=2)[C:23](=[O:32])[C:22]2[C:17](=[CH:18][C:19]([Cl:33])=[CH:20][CH:21]=2)[N:16]=1)[CH:12]([CH3:14])[CH3:13]. The yield is 0.990. (4) The reactants are [OH:1][CH:2]([CH:19]([CH3:21])[CH3:20])[C:3]([CH3:18])([CH3:17])[CH2:4][O:5][C:6]1[CH:13]=[CH:12][CH:11]=[C:10]([N+:14]([O-:16])=[O:15])[C:7]=1[C:8]#[N:9].[C:22](Cl)(=[O:24])[CH3:23]. No catalyst specified. The product is [C:22]([O:1][CH:2]([CH:19]([CH3:21])[CH3:20])[C:3]([CH3:17])([CH3:18])[CH2:4][O:5][C:6]1[CH:13]=[CH:12][CH:11]=[C:10]([N+:14]([O-:16])=[O:15])[C:7]=1[C:8]#[N:9])(=[O:24])[CH3:23]. The yield is 0.500. (5) The reactants are [O:1]1[C:5]2[CH:6]=[CH:7][C:8]([CH2:10][C:11]#N)=[CH:9][C:4]=2[O:3][CH2:2]1.Br[CH2:14][CH2:15]Cl.[OH-:17].[Na+].[OH2:19]. The catalyst is [Cl-].C([N+](CC)(CC)CC)C1C=CC=CC=1. The product is [CH2:14]1[C:10]([C:11]([OH:19])=[O:17])([C:8]2[CH:7]=[CH:6][C:5]3[O:1][CH2:2][O:3][C:4]=3[CH:9]=2)[CH2:15]1. The yield is 0.800.